From a dataset of Forward reaction prediction with 1.9M reactions from USPTO patents (1976-2016). Predict the product of the given reaction. The product is: [Cl:1][C:2]1[CH:7]=[C:6]([Cl:8])[CH:5]=[CH:4][C:3]=1[C:9]1[N:10]=[C:11](/[CH:18]=[CH:19]/[C:20]2[CH:25]=[CH:24][C:23]([O:26][CH3:27])=[CH:22][CH:21]=2)[N:12]([CH2:14][C:15]([NH:36][CH2:35][CH2:34][C:33]2[CH:37]=[CH:38][C:30]([O:29][CH3:28])=[CH:31][CH:32]=2)=[O:17])[CH:13]=1. Given the reactants [Cl:1][C:2]1[CH:7]=[C:6]([Cl:8])[CH:5]=[CH:4][C:3]=1[C:9]1[N:10]=[C:11](/[CH:18]=[CH:19]/[C:20]2[CH:25]=[CH:24][C:23]([O:26][CH3:27])=[CH:22][CH:21]=2)[N:12]([CH2:14][C:15]([OH:17])=O)[CH:13]=1.[CH3:28][O:29][C:30]1[CH:38]=[CH:37][C:33]([CH2:34][CH2:35][NH2:36])=[CH:32][CH:31]=1, predict the reaction product.